Dataset: Full USPTO retrosynthesis dataset with 1.9M reactions from patents (1976-2016). Task: Predict the reactants needed to synthesize the given product. (1) Given the product [Cl:23][CH2:22][C:21]1[O:24][C:17]([C:16]2[CH:15]=[C:14]([Cl:13])[CH:27]=[C:26]([Cl:28])[CH:25]=2)=[N:19][N:20]=1, predict the reactants needed to synthesize it. The reactants are: ClC1C=C(C=C(Cl)C=1)C(NN)=O.[Cl:13][C:14]1[CH:15]=[C:16]([CH:25]=[C:26]([Cl:28])[CH:27]=1)[C:17]([NH:19][NH:20][C:21](=[O:24])[CH2:22][Cl:23])=O.C(Cl)CCl.C1C=CC2N(O)N=NC=2C=1. (2) The reactants are: Br[C:2]1[CH:9]=[CH:8][C:5]([C:6]#[N:7])=[CH:4][C:3]=1[C:10]([F:13])([F:12])[F:11].[NH:14]1[CH2:19][CH2:18][CH2:17][CH2:16][CH2:15]1. Given the product [N:14]1([C:2]2[CH:9]=[CH:8][C:5]([C:6]#[N:7])=[CH:4][C:3]=2[C:10]([F:13])([F:12])[F:11])[CH2:19][CH2:18][CH2:17][CH2:16][CH2:15]1, predict the reactants needed to synthesize it. (3) Given the product [NH2:14][C:9]1[CH:10]=[CH:11][CH:12]=[C:13]2[C:8]=1[C:7](=[O:17])[C:6]1([NH:18][C:19]([C:21]3[O:22][C:23]4[CH:30]=[CH:29][CH:28]=[CH:27][C:24]=4[C:25]=3[CH3:26])=[O:20])[C:5]3[CH:31]=[CH:32][C:33]([CH:35]([CH3:37])[CH3:36])=[CH:34][C:4]=3[O:3][C:2]12[OH:1], predict the reactants needed to synthesize it. The reactants are: [OH:1][C:2]12[C:13]3[C:8](=[C:9]([N+:14]([O-])=O)[CH:10]=[CH:11][CH:12]=3)[C:7](=[O:17])[C:6]1([NH:18][C:19]([C:21]1[O:22][C:23]3[CH:30]=[CH:29][CH:28]=[CH:27][C:24]=3[C:25]=1[CH3:26])=[O:20])[C:5]1[CH:31]=[CH:32][C:33]([CH:35]([CH3:37])[CH3:36])=[CH:34][C:4]=1[O:3]2.C(O)C. (4) Given the product [C:1]([C:3]1[CH:4]=[C:5]([N:17]2[C:18]([C:20]([O:22][CH2:23][CH3:24])=[O:21])=[CH:19][C:15]([CH:12]([CH3:13])[CH3:14])=[N:16]2)[CH:6]=[CH:7][CH:8]=1)#[N:2], predict the reactants needed to synthesize it. The reactants are: [C:1]([C:3]1[CH:4]=[C:5](B(O)O)[CH:6]=[CH:7][CH:8]=1)#[N:2].[CH:12]([C:15]1[CH:19]=[C:18]([C:20]([O:22][CH2:23][CH3:24])=[O:21])[NH:17][N:16]=1)([CH3:14])[CH3:13]. (5) The reactants are: [CH3:1][S:2]([N:5]1[CH2:10][CH2:9][CH:8]([CH:11]=O)[CH2:7][CH2:6]1)(=[O:4])=[O:3].C1(C)C=CC=CC=1.N1CCCCC1.C(O)(=O)[CH2:27][C:28]([OH:30])=[O:29]. Given the product [CH3:1][S:2]([N:5]1[CH2:6][CH2:7][CH:8]([CH:11]=[CH:27][C:28]([OH:30])=[O:29])[CH2:9][CH2:10]1)(=[O:3])=[O:4], predict the reactants needed to synthesize it.